This data is from Full USPTO retrosynthesis dataset with 1.9M reactions from patents (1976-2016). The task is: Predict the reactants needed to synthesize the given product. (1) Given the product [N:1]1[N:5]2[C:6]3[C:11]([CH2:12][CH2:13][C:4]2=[CH:3][C:2]=1[CH:14]=[O:15])=[CH:10][CH:9]=[CH:8][CH:7]=3, predict the reactants needed to synthesize it. The reactants are: [N:1]1[N:5]2[C:6]3[C:11]([CH2:12][CH2:13][C:4]2=[CH:3][C:2]=1[CH2:14][OH:15])=[CH:10][CH:9]=[CH:8][CH:7]=3. (2) Given the product [CH:1]([O:40][C:41]([CH2:42][CH2:43][C:44]([OH:46])=[O:45])=[O:47])([CH2:2][N:3]([S:5]([C:8]([C:11]([C:14]([C:17]([F:20])([F:19])[F:18])([F:16])[F:15])([F:13])[F:12])([F:10])[F:9])(=[O:7])=[O:6])[CH3:4])[CH2:21][N:22]([S:24]([C:27]([C:30]([C:33]([C:36]([F:37])([F:39])[F:38])([F:34])[F:35])([F:31])[F:32])([F:29])[F:28])(=[O:26])=[O:25])[CH3:23], predict the reactants needed to synthesize it. The reactants are: [CH:1]([OH:40])([CH2:21][N:22]([S:24]([C:27]([C:30]([C:33]([C:36]([F:39])([F:38])[F:37])([F:35])[F:34])([F:32])[F:31])([F:29])[F:28])(=[O:26])=[O:25])[CH3:23])[CH2:2][N:3]([S:5]([C:8]([C:11]([C:14]([C:17]([F:20])([F:19])[F:18])([F:16])[F:15])([F:13])[F:12])([F:10])[F:9])(=[O:7])=[O:6])[CH3:4].[C:41]1(=[O:47])[O:46][C:44](=[O:45])[CH2:43][CH2:42]1. (3) Given the product [CH3:39][O:38][CH2:37][C:34]1[CH:35]=[CH:36][C:31]([NH:15][C:16]2[CH:17]=[C:18]([NH:22][CH3:23])[N:19]=[CH:20][N:21]=2)=[C:32]([N+:40]([O-:42])=[O:41])[CH:33]=1, predict the reactants needed to synthesize it. The reactants are: C(O)(C(F)(F)F)=O.C(OC([N:15]([C:31]1[CH:36]=[CH:35][C:34]([CH2:37][O:38][CH3:39])=[CH:33][C:32]=1[N+:40]([O-:42])=[O:41])[C:16]1[N:21]=[CH:20][N:19]=[C:18]([N:22](C)[C:23](=O)OC(C)(C)C)[CH:17]=1)=O)(C)(C)C.